Dataset: Catalyst prediction with 721,799 reactions and 888 catalyst types from USPTO. Task: Predict which catalyst facilitates the given reaction. (1) Reactant: [CH3:1][C:2]1[CH:11]=[CH:10][C:5]([C:6](=[O:9])[CH2:7]Br)=[CH:4][CH:3]=1.[Cl:12][C:13]1[CH:18]=[CH:17][C:16]([SH:19])=[CH:15][CH:14]=1.C(=O)([O-])[O-].[K+].[K+]. Product: [Cl:12][C:13]1[CH:18]=[CH:17][C:16]([S:19][CH2:7][C:6]([C:5]2[CH:10]=[CH:11][C:2]([CH3:1])=[CH:3][CH:4]=2)=[O:9])=[CH:15][CH:14]=1. The catalyst class is: 3. (2) Reactant: [Cl:1][C:2]1[CH:7]=[C:6]([Cl:8])[CH:5]=[CH:4][C:3]=1[NH:9][C:10]1[N:14]([CH2:15][CH:16]([OH:19])[CH2:17][OH:18])[C:13]2[C:20]([N:24]([CH2:27][CH3:28])[CH2:25][CH3:26])=[CH:21][CH:22]=[CH:23][C:12]=2[N:11]=1.[C:29](Cl)(=[O:31])[CH3:30]. Product: [C:29]([O:18][CH2:17][CH:16]([OH:19])[CH2:15][N:14]1[C:13]2[C:20]([N:24]([CH2:27][CH3:28])[CH2:25][CH3:26])=[CH:21][CH:22]=[CH:23][C:12]=2[N:11]=[C:10]1[NH:9][C:3]1[CH:4]=[CH:5][C:6]([Cl:8])=[CH:7][C:2]=1[Cl:1])(=[O:31])[CH3:30]. The catalyst class is: 17. (3) Reactant: Br[C:2]1[CH:3]=[C:4]([NH:10][C@@H:11]2[CH2:16][CH2:15][CH2:14][CH2:13][C@@H:12]2[NH:17]C(=O)OC(C)(C)C)[CH:5]=[N:6][C:7]=1[C:8]#[N:9].[NH2:25][C:26]1[CH:35]=[C:34]2[C:29]([CH:30]=[CH:31][N:32]=[CH:33]2)=[CH:28][CH:27]=1.O(C1C=CC=CC=1)[Na].O.O.O.CC1(C)C2C(=C(P(C3C=CC=CC=3)C3C=CC=CC=3)C=CC=2)OC2C(P(C3C=CC=CC=3)C3C=CC=CC=3)=CC=CC1=2. Product: [NH2:17][C@H:12]1[CH2:13][CH2:14][CH2:15][CH2:16][C@H:11]1[NH:10][C:4]1[CH:3]=[C:2]([NH:25][C:26]2[CH:35]=[C:34]3[C:29]([CH:30]=[CH:31][N:32]=[CH:33]3)=[CH:28][CH:27]=2)[C:7]([C:8]#[N:9])=[N:6][CH:5]=1. The catalyst class is: 62. (4) Reactant: [O:1]=[C:2]1[C:10]2[C:5](=[CH:6][CH:7]=[CH:8][CH:9]=2)[C:4](=[O:11])[N:3]1[CH2:12][C@H:13]1[CH2:17][C@H:16](OS(C)(=O)=O)[CH2:15][N:14]1[C:23]([O:25][C:26]([CH3:29])([CH3:28])[CH3:27])=[O:24].[N-:30]=[N+:31]=[N-:32].C([N+](CCCC)(CCCC)CCCC)CCC. Product: [N:30]([C@H:16]1[CH2:15][N:14]([C:23]([O:25][C:26]([CH3:29])([CH3:28])[CH3:27])=[O:24])[C@@H:13]([CH2:12][N:3]2[C:2](=[O:1])[C:10]3[C:5](=[CH:6][CH:7]=[CH:8][CH:9]=3)[C:4]2=[O:11])[CH2:17]1)=[N+:31]=[N-:32]. The catalyst class is: 23. (5) Reactant: [C:1]([N:4]1[C:13]2[C:8](=[CH:9][CH:10]=[CH:11][CH:12]=2)[NH:7][C:6](=[O:14])[CH2:5]1)(=[O:3])[CH3:2].[H-].[Na+].Br[CH2:18][CH:19]1[O:23][CH2:22][CH2:21][O:20]1.Cl. Product: [C:1]([N:4]1[C:13]2[C:8](=[CH:9][CH:10]=[CH:11][CH:12]=2)[N:7]([CH2:18][CH:19]2[O:23][CH2:22][CH2:21][O:20]2)[C:6](=[O:14])[CH2:5]1)(=[O:3])[CH3:2]. The catalyst class is: 434.